From a dataset of Full USPTO retrosynthesis dataset with 1.9M reactions from patents (1976-2016). Predict the reactants needed to synthesize the given product. (1) Given the product [O:47]=[C:40]1[C:41]2[C:46](=[CH:45][CH:44]=[CH:43][CH:42]=2)[O:37][C@@H:38]([C:30]2[CH:29]=[C:28]([CH:33]=[CH:32][CH:31]=2)[C:26]([O:25][CH3:24])=[O:27])[CH2:39]1, predict the reactants needed to synthesize it. The reactants are: C([C@H]1COC(C2C=CC=CN=2)=N1)(C)(C)C.[NH4+].F[P-](F)(F)(F)(F)F.[CH3:24][O:25][C:26]([C:28]1[CH:29]=[C:30](B(O)O)[CH:31]=[CH:32][CH:33]=1)=[O:27].[O:37]1[C:46]2[C:41](=[CH:42][CH:43]=[CH:44][CH:45]=2)[C:40](=[O:47])[CH:39]=[CH:38]1.O. (2) Given the product [Br:9][C:4]1[CH:3]=[C:2]([C:18]2[CH:19]=[N:20][CH:21]=[CH:22][CH:23]=2)[CH:7]=[C:6]([F:8])[CH:5]=1, predict the reactants needed to synthesize it. The reactants are: Br[C:2]1[CH:7]=[C:6]([F:8])[CH:5]=[C:4]([Br:9])[CH:3]=1.CC1(C)C(C)(C)OB([C:18]2[CH:19]=[N:20][CH:21]=[CH:22][CH:23]=2)O1.C([O-])([O-])=O.[K+].[K+]. (3) Given the product [Cl:1][C:2]1[CH:3]=[C:4]([N:10]2[C:14]([CH3:15])=[C:13]([O:16][C:17]3[CH:25]=[CH:24][C:20]([C:21]([NH2:29])=[O:22])=[CH:19][CH:18]=3)[C:12]([CH3:26])=[N:11]2)[CH:5]=[CH:6][C:7]=1[C:8]#[N:9], predict the reactants needed to synthesize it. The reactants are: [Cl:1][C:2]1[CH:3]=[C:4]([N:10]2[C:14]([CH3:15])=[C:13]([O:16][C:17]3[CH:25]=[CH:24][C:20]([C:21](O)=[O:22])=[CH:19][CH:18]=3)[C:12]([CH3:26])=[N:11]2)[CH:5]=[CH:6][C:7]=1[C:8]#[N:9].[NH4+].O[N:29]1C2C=CC=CC=2N=N1.Cl.CN(C)CCCN=C=NCC.Cl. (4) Given the product [F:1][C:2]([O:3][C:4]1[CH:9]=[CH:8][C:7]([F:10])=[CH:6][C:5]=1[CH2:11][Br:49])([F:29])[C:13]1[CH:18]=[CH:17][C:16]([C:19]2[CH:24]=[CH:23][C:22]([C:25]([F:28])([F:27])[F:26])=[CH:21][CH:20]=2)=[CH:15][CH:14]=1, predict the reactants needed to synthesize it. The reactants are: [F:1][C:2]([F:29])([C:13]1[CH:18]=[CH:17][C:16]([C:19]2[CH:24]=[CH:23][C:22]([C:25]([F:28])([F:27])[F:26])=[CH:21][CH:20]=2)=[CH:15][CH:14]=1)[O:3][C:4]1[CH:9]=[CH:8][C:7]([F:10])=[CH:6][C:5]=1[CH2:11]O.C1(P(C2C=CC=CC=2)C2C=CC=CC=2)C=CC=CC=1.[Br:49]C(Br)(Br)Br. (5) Given the product [C:24]([O:23][C:22](=[O:28])[NH:21][CH2:20][CH2:19][S:18][S:17][CH2:16][CH2:15][NH:14][C:9](=[O:10])[C:8]1[CH:12]=[CH:13][C:5]([C:4]#[C:3][C:1]#[N:2])=[CH:6][CH:7]=1)([CH3:27])([CH3:25])[CH3:26], predict the reactants needed to synthesize it. The reactants are: [C:1]([C:3]#[C:4][C:5]1[CH:13]=[CH:12][C:8]([C:9](Cl)=[O:10])=[CH:7][CH:6]=1)#[N:2].[NH2:14][CH2:15][CH2:16][S:17][S:18][CH2:19][CH2:20][NH:21][C:22](=[O:28])[O:23][C:24]([CH3:27])([CH3:26])[CH3:25].CCN(C(C)C)C(C)C. (6) Given the product [CH2:20]([O:19][C:14]1[CH:15]=[CH:16][CH:17]=[CH:18][C:13]=1[NH2:12])[CH3:21], predict the reactants needed to synthesize it. The reactants are: N1CCNCC1.BrCCOC(=O)[NH:12][C:13]1[CH:18]=[CH:17][CH:16]=[CH:15][C:14]=1[O:19][CH2:20][CH3:21].[N-]=C=O.